This data is from Reaction yield outcomes from USPTO patents with 853,638 reactions. The task is: Predict the reaction yield, written as a fraction of the theoretical maximum amount of product (1.0 means a 100% yield; for example, 0.34 means a 34% yield). (1) The reactants are [Br:1][C:2]1[CH:9]=[C:8]([NH:10][NH2:11])[CH:7]=[CH:6][C:3]=1[C:4]#[N:5].C([O:14][C:15](=O)[CH2:16][C:17](=O)[CH3:18])C. The catalyst is C(O)(=O)C. The product is [Br:1][C:2]1[CH:9]=[C:8]([N:10]2[C:15]([OH:14])=[CH:16][C:17]([CH3:18])=[N:11]2)[CH:7]=[CH:6][C:3]=1[C:4]#[N:5]. The yield is 0.920. (2) The reactants are C1COCC1.[N:6]([CH2:9][CH2:10][O:11][CH2:12][CH2:13][O:14][CH2:15][CH2:16][O:17][C:18]1[CH:23]=[C:22]([CH3:24])[CH:21]=[C:20]([CH3:25])[CH:19]=1)=[N+]=[N-].C1(P(C2C=CC=CC=2)C2C=CC=CC=2)C=CC=CC=1. The catalyst is O. The product is [CH3:24][C:22]1[CH:23]=[C:18]([CH:19]=[C:20]([CH3:25])[CH:21]=1)[O:17][CH2:16][CH2:15][O:14][CH2:13][CH2:12][O:11][CH2:10][CH2:9][NH2:6]. The yield is 0.870.